From a dataset of Catalyst prediction with 721,799 reactions and 888 catalyst types from USPTO. Predict which catalyst facilitates the given reaction. (1) Reactant: [CH2:1]([NH:8][C:9](=[O:35])[N:10]([C:12]1[C:21]2[C:16](=[CH:17][C:18]([O:33][CH3:34])=[C:19]([NH:22][C:23]([CH:25]3[CH2:29][CH2:28][CH2:27][N:26]3C([O-])=O)=[O:24])[CH:20]=2)[N:15]=[CH:14][N:13]=1)[CH3:11])[C:2]1[CH:7]=[CH:6][CH:5]=[CH:4][CH:3]=1.C(O)(C(F)(F)F)=O. Product: [CH2:1]([NH:8][C:9](=[O:35])[N:10]([C:12]1[C:21]2[C:16](=[CH:17][C:18]([O:33][CH3:34])=[C:19]([NH:22][C:23]([C@@H:25]3[CH2:29][CH2:28][CH2:27][NH:26]3)=[O:24])[CH:20]=2)[N:15]=[CH:14][N:13]=1)[CH3:11])[C:2]1[CH:7]=[CH:6][CH:5]=[CH:4][CH:3]=1. The catalyst class is: 4. (2) Reactant: F[C:2]1[C:7]([I:8])=[CH:6][CH:5]=[CH:4][N:3]=1.C([O-])([O-])=O.[Cs+].[Cs+].[C:15]1([OH:21])[CH:20]=[CH:19][CH:18]=[CH:17][CH:16]=1.[Na+].[Cl-]. Product: [I:8][C:7]1[C:2]([O:21][C:15]2[CH:20]=[CH:19][CH:18]=[CH:17][CH:16]=2)=[N:3][CH:4]=[CH:5][CH:6]=1. The catalyst class is: 3.